From a dataset of Peptide-MHC class II binding affinity with 134,281 pairs from IEDB. Regression. Given a peptide amino acid sequence and an MHC pseudo amino acid sequence, predict their binding affinity value. This is MHC class II binding data. (1) The binding affinity (normalized) is 0.481. The peptide sequence is GADATAAAAFEQFLA. The MHC is DRB1_1101 with pseudo-sequence DRB1_1101. (2) The peptide sequence is IQHVSVNNLNVGRSPEEILR. The binding affinity (normalized) is 0. The MHC is DRB1_1501 with pseudo-sequence DRB1_1501.